Dataset: NCI-60 drug combinations with 297,098 pairs across 59 cell lines. Task: Regression. Given two drug SMILES strings and cell line genomic features, predict the synergy score measuring deviation from expected non-interaction effect. (1) Drug 1: CC(C1=C(C=CC(=C1Cl)F)Cl)OC2=C(N=CC(=C2)C3=CN(N=C3)C4CCNCC4)N. Drug 2: CN(C)C1=NC(=NC(=N1)N(C)C)N(C)C. Cell line: UACC62. Synergy scores: CSS=0.354, Synergy_ZIP=-1.23, Synergy_Bliss=-5.80, Synergy_Loewe=-35.3, Synergy_HSA=-6.81. (2) Drug 1: C1CN1C2=NC(=NC(=N2)N3CC3)N4CC4. Drug 2: COC1=CC(=CC(=C1O)OC)C2C3C(COC3=O)C(C4=CC5=C(C=C24)OCO5)OC6C(C(C7C(O6)COC(O7)C8=CC=CS8)O)O. Cell line: KM12. Synergy scores: CSS=41.6, Synergy_ZIP=-1.63, Synergy_Bliss=0.0396, Synergy_Loewe=0.690, Synergy_HSA=2.95. (3) Drug 1: CC1=CC2C(CCC3(C2CCC3(C(=O)C)OC(=O)C)C)C4(C1=CC(=O)CC4)C. Drug 2: C1CN(CCN1C(=O)CCBr)C(=O)CCBr. Cell line: RPMI-8226. Synergy scores: CSS=25.8, Synergy_ZIP=1.32, Synergy_Bliss=3.89, Synergy_Loewe=-14.2, Synergy_HSA=2.11. (4) Drug 1: CNC(=O)C1=CC=CC=C1SC2=CC3=C(C=C2)C(=NN3)C=CC4=CC=CC=N4. Drug 2: C1=C(C(=O)NC(=O)N1)N(CCCl)CCCl. Cell line: A498. Synergy scores: CSS=25.6, Synergy_ZIP=-3.55, Synergy_Bliss=3.64, Synergy_Loewe=1.91, Synergy_HSA=4.68. (5) Drug 1: CN(C)N=NC1=C(NC=N1)C(=O)N. Drug 2: C1=CC(=CC=C1CC(C(=O)O)N)N(CCCl)CCCl.Cl. Cell line: HCT116. Synergy scores: CSS=21.9, Synergy_ZIP=-2.53, Synergy_Bliss=4.22, Synergy_Loewe=4.38, Synergy_HSA=4.97. (6) Drug 1: CCCCC(=O)OCC(=O)C1(CC(C2=C(C1)C(=C3C(=C2O)C(=O)C4=C(C3=O)C=CC=C4OC)O)OC5CC(C(C(O5)C)O)NC(=O)C(F)(F)F)O. Drug 2: C1C(C(OC1N2C=NC(=NC2=O)N)CO)O. Cell line: SF-539. Synergy scores: CSS=53.5, Synergy_ZIP=8.02, Synergy_Bliss=9.91, Synergy_Loewe=4.84, Synergy_HSA=7.16. (7) Drug 1: CC12CCC3C(C1CCC2O)C(CC4=C3C=CC(=C4)O)CCCCCCCCCS(=O)CCCC(C(F)(F)F)(F)F. Drug 2: C(CC(=O)O)C(=O)CN.Cl. Cell line: SW-620. Synergy scores: CSS=-0.736, Synergy_ZIP=1.02, Synergy_Bliss=-0.0606, Synergy_Loewe=-0.280, Synergy_HSA=-2.49.